From a dataset of Reaction yield outcomes from USPTO patents with 853,638 reactions. Predict the reaction yield, written as a fraction of the theoretical maximum amount of product (1.0 means a 100% yield; for example, 0.34 means a 34% yield). (1) The reactants are [F:1][C:2]1[C:3]([NH2:9])=[N:4][C:5](=[O:8])[NH:6][CH:7]=1.[C:10]1([S:16](Cl)(=[O:18])=[O:17])[CH:15]=[CH:14][CH:13]=[CH:12][CH:11]=1. The catalyst is N1C=CC=CC=1. The product is [NH2:9][C:3]1[C:2]([F:1])=[CH:7][N:6]=[C:5]([O:8][S:16]([C:10]2[CH:15]=[CH:14][CH:13]=[CH:12][CH:11]=2)(=[O:18])=[O:17])[N:4]=1. The yield is 0.290. (2) The reactants are [CH2:1]([O:3][C:4]1[CH:10]=[CH:9][C:7]([NH2:8])=[C:6]([C:11]2[O:12][CH:13]=[CH:14][CH:15]=2)[CH:5]=1)[CH3:2].Cl[C:17]([O:19][C:20]1[CH:25]=[CH:24][CH:23]=[CH:22][CH:21]=1)=[O:18].N1C=CC=CC=1. The catalyst is C(Cl)Cl. The product is [CH2:1]([O:3][C:4]1[CH:10]=[CH:9][C:7]([NH:8][C:17](=[O:18])[O:19][C:20]2[CH:25]=[CH:24][CH:23]=[CH:22][CH:21]=2)=[C:6]([C:11]2[O:12][CH:13]=[CH:14][CH:15]=2)[CH:5]=1)[CH3:2]. The yield is 0.730. (3) The reactants are [CH2:1]([O:8][C:9]([NH:11][C@H:12]1[CH2:16][CH2:15][N:14]([C@H:17]2[CH2:22][CH2:21][C:20](=O)[CH2:19][C@H:18]2[NH:24][C:25](=[O:33])[O:26][CH2:27][CH2:28][Si:29]([CH3:32])([CH3:31])[CH3:30])[C:13]1=[O:34])=[O:10])[C:2]1[CH:7]=[CH:6][CH:5]=[CH:4][CH:3]=1.[C:35]([NH2:39])([CH3:38])([CH3:37])[CH3:36].C([BH3-])#N.[Na+].[OH-].[Na+]. The catalyst is C(Cl)Cl.CC(C)[O-].[Ti+4].CC(C)[O-].CC(C)[O-].CC(C)[O-].CO. The product is [CH2:1]([O:8][C:9]([NH:11][C@H:12]1[CH2:16][CH2:15][N:14]([C@H:17]2[CH2:22][CH2:21][C@@H:20]([NH:39][C:35]([CH3:38])([CH3:37])[CH3:36])[CH2:19][C@H:18]2[NH:24][C:25](=[O:33])[O:26][CH2:27][CH2:28][Si:29]([CH3:30])([CH3:31])[CH3:32])[C:13]1=[O:34])=[O:10])[C:2]1[CH:3]=[CH:4][CH:5]=[CH:6][CH:7]=1. The yield is 0.830. (4) The reactants are I[C:2]1[C:7]([O:8][CH2:9][CH2:10][OH:11])=[CH:6][CH:5]=[C:4]([CH3:12])[N:3]=1.[H-].[Na+]. The catalyst is CN(C=O)C.[O-]S([O-])(=O)=O.[Cu+2]. The product is [CH3:12][C:4]1[N:3]=[C:2]2[O:11][CH2:10][CH2:9][O:8][C:7]2=[CH:6][CH:5]=1. The yield is 0.160.